From a dataset of Forward reaction prediction with 1.9M reactions from USPTO patents (1976-2016). Predict the product of the given reaction. (1) Given the reactants [N:1]1([S:7]([C:10]2[CH:15]=[CH:14][C:13]([S:16][C:17](=S)OCC)=[CH:12][CH:11]=2)(=[O:9])=[O:8])[CH2:6][CH2:5][CH2:4][CH2:3][CH2:2]1.[OH-:22].[K+].[Cl-].[NH4+], predict the reaction product. The product is: [N:1]1([S:7]([C:10]2[CH:11]=[CH:12][C:13]([S:16][CH2:17][C:2](=[O:22])[CH2:3][CH2:4][CH2:5][CH3:6])=[CH:14][CH:15]=2)(=[O:8])=[O:9])[CH2:2][CH2:3][CH2:4][CH2:5][CH2:6]1. (2) Given the reactants [CH:1]1([N:7]([CH2:38][CH:39]([CH3:41])[CH3:40])[C:8]2[CH:13]=[CH:12][C:11]([C:14]3[C:15]([C:21]([O:23]C)=[O:22])=[CH:16][CH:17]=[C:18]([F:20])[CH:19]=3)=[CH:10][C:9]=2[NH:25][C:26]([NH:28][C:29]2[CH:34]=[C:33]([Br:35])[C:32]([CH3:36])=[C:31]([Br:37])[CH:30]=2)=[O:27])[CH2:6][CH2:5][CH2:4][CH2:3][CH2:2]1.O1CCCC1.CO.O.[OH-].[Li+], predict the reaction product. The product is: [CH:1]1([N:7]([CH2:38][CH:39]([CH3:41])[CH3:40])[C:8]2[CH:13]=[CH:12][C:11]([C:14]3[C:15]([C:21]([OH:23])=[O:22])=[CH:16][CH:17]=[C:18]([F:20])[CH:19]=3)=[CH:10][C:9]=2[NH:25][C:26]([NH:28][C:29]2[CH:30]=[C:31]([Br:37])[C:32]([CH3:36])=[C:33]([Br:35])[CH:34]=2)=[O:27])[CH2:2][CH2:3][CH2:4][CH2:5][CH2:6]1. (3) Given the reactants [C:1]1([C:7]2[C:15]3[C:14](=[O:16])[N:13]([CH2:17][C:18]([F:21])([F:20])[F:19])[CH:12]=[N:11][C:10]=3[S:9][CH:8]=2)[CH:6]=[CH:5][CH:4]=[CH:3][CH:2]=1.C1C(=O)N([Br:29])C(=O)C1, predict the reaction product. The product is: [Br:29][C:8]1[S:9][C:10]2[N:11]=[CH:12][N:13]([CH2:17][C:18]([F:19])([F:20])[F:21])[C:14](=[O:16])[C:15]=2[C:7]=1[C:1]1[CH:2]=[CH:3][CH:4]=[CH:5][CH:6]=1.